From a dataset of Catalyst prediction with 721,799 reactions and 888 catalyst types from USPTO. Predict which catalyst facilitates the given reaction. (1) Reactant: C(OC([NH:8][C@@H:9]([C:19](=[O:47])[CH2:20][CH2:21][N:22]([C:28]1[CH:33]=[CH:32][N:31]=[C:30]([C:34]2[O:38][N:37]=[C:36]([C:39]3[C:44]([Cl:45])=[CH:43][CH:42]=[CH:41][C:40]=3[Cl:46])[CH:35]=2)[CH:29]=1)[C:23](=[O:27])[CH:24]([Cl:26])[Cl:25])[CH2:10][CH2:11][C:12]([O:14]C(C)(C)C)=[O:13])=O)(C)(C)C.[F:48][C:49]([F:54])([F:53])[C:50]([OH:52])=[O:51]. Product: [F:48][C:49]([F:54])([F:53])[C:50]([OH:52])=[O:51].[NH2:8][C@@H:9]([C:19](=[O:47])[CH2:20][CH2:21][N:22]([C:28]1[CH:33]=[CH:32][N:31]=[C:30]([C:34]2[O:38][N:37]=[C:36]([C:39]3[C:40]([Cl:46])=[CH:41][CH:42]=[CH:43][C:44]=3[Cl:45])[CH:35]=2)[CH:29]=1)[C:23](=[O:27])[CH:24]([Cl:26])[Cl:25])[CH2:10][CH2:11][C:12]([OH:14])=[O:13]. The catalyst class is: 4. (2) Reactant: C(OC([N:8]1[CH2:13][CH2:12][CH:11]([C:14]#[C:15][CH2:16][CH2:17][CH2:18][Cl:19])[CH2:10][CH2:9]1)=O)(C)(C)C.C(O)(C(F)(F)F)=O. Product: [Cl:19][CH2:18][CH2:17][CH2:16][C:15]#[C:14][CH:11]1[CH2:10][CH2:9][NH:8][CH2:13][CH2:12]1. The catalyst class is: 2.